Dataset: Reaction yield outcomes from USPTO patents with 853,638 reactions. Task: Predict the reaction yield, written as a fraction of the theoretical maximum amount of product (1.0 means a 100% yield; for example, 0.34 means a 34% yield). (1) The reactants are O1CCCCC1[N:7]1[C:15]2[C:10](=[CH:11][C:12]([C:16]3[N:20]=[CH:19][N:18](C(C4C=CC=CC=4)(C4C=CC=CC=4)C4C=CC=CC=4)[N:17]=3)=[CH:13][CH:14]=2)[C:9]([C:40]2[CH:41]=[C:42]([C:46]([N:48]3[CH2:56][C:55]4[C:50](=[CH:51][CH:52]=[CH:53][CH:54]=4)C3)=O)[CH:43]=[CH:44][CH:45]=2)=[N:8]1.Cl.[C:58](=[O:61])(O)[O-].[Na+]. The catalyst is O1CCOCC1. The product is [NH:17]1[C:16]([C:12]2[CH:11]=[C:10]3[C:15](=[CH:14][CH:13]=2)[NH:7][N:8]=[C:9]3[C:40]2[CH:41]=[C:42]([CH:46]3[C:50]4[C:55](=[CH:54][CH:53]=[CH:52][CH:51]=4)[CH2:56][N:48]3[C:58]([N:48]3[CH2:56][C:55]4[C:54](=[CH:53][CH:52]=[CH:51][CH:50]=4)[CH:46]3[C:42]3[CH:43]=[CH:44][CH:45]=[C:40]([C:9]4[C:10]5[C:15](=[CH:14][CH:13]=[C:12]([C:16]6[NH:17][N:18]=[CH:19][N:20]=6)[CH:11]=5)[NH:7][N:8]=4)[CH:41]=3)=[O:61])[CH:43]=[CH:44][CH:45]=2)=[N:20][CH:19]=[N:18]1. The yield is 0.340. (2) The reactants are [Cl-].[CH3:2][O:3][CH2:4][P+](C1C=CC=CC=1)(C1C=CC=CC=1)C1C=CC=CC=1.[Li]CCCC.[N:29]1[C:38]2[C:33](=[CH:34][CH:35]=[CH:36][CH:37]=2)[CH:32]=[C:31]([CH:39]=O)[CH:30]=1. The product is [CH3:2][O:3]/[CH:4]=[CH:39]/[C:31]1[CH:30]=[N:29][C:38]2[C:33]([CH:32]=1)=[CH:34][CH:35]=[CH:36][CH:37]=2. The yield is 0.510. The catalyst is C1COCC1. (3) The reactants are [OH:1][CH2:2][CH:3]=O.[Cl:5][C:6]1[CH:7]=[CH:8][C:9]2[CH2:10][NH:11][CH2:12][CH:13]([C:17]3[CH:22]=[CH:21][CH:20]=[CH:19][CH:18]=3)[O:14][C:15]=2[N:16]=1.C(O)(=O)C. The catalyst is CO. The product is [Cl:5][C:6]1[CH:7]=[CH:8][C:9]2[CH2:10][N:11]([CH2:3][CH2:2][OH:1])[CH2:12][CH:13]([C:17]3[CH:22]=[CH:21][CH:20]=[CH:19][CH:18]=3)[O:14][C:15]=2[N:16]=1. The yield is 0.510. (4) The reactants are [Cl:1][C:2]1[CH:3]=[C:4]([CH:6]=[CH:7][C:8]=1[O:9][C:10]1[C:19]2[C:14](=[CH:15][C:16]([O:22][CH3:23])=[C:17]([O:20][CH3:21])[CH:18]=2)[N:13]=[CH:12][N:11]=1)[NH2:5].C(N(CC)CC)C.ClC(Cl)(O[C:35](=[O:41])OC(Cl)(Cl)Cl)Cl.[NH2:43][C:44]1[S:45][CH:46]=[CH:47][N:48]=1. The catalyst is C(Cl)(Cl)Cl.O. The product is [Cl:1][C:2]1[CH:3]=[C:4]([NH:5][C:35]([NH:43][C:44]2[S:45][CH:46]=[CH:47][N:48]=2)=[O:41])[CH:6]=[CH:7][C:8]=1[O:9][C:10]1[C:19]2[C:14](=[CH:15][C:16]([O:22][CH3:23])=[C:17]([O:20][CH3:21])[CH:18]=2)[N:13]=[CH:12][N:11]=1. The yield is 0.660. (5) The reactants are [F:1][C:2]1[CH:10]=[CH:9][C:5]([C:6]([OH:8])=[O:7])=[CH:4][C:3]=1[CH3:11].Cl.[CH3:13]O. No catalyst specified. The product is [CH3:13][O:7][C:6](=[O:8])[C:5]1[CH:9]=[CH:10][C:2]([F:1])=[C:3]([CH3:11])[CH:4]=1. The yield is 0.837. (6) The reactants are [F:1][C:2]([F:37])([F:36])[C:3]1[CH:4]=[C:5]([CH2:13][O:14][C@@H:15]2[CH2:21][CH2:20][C@@H:19]3[NH:22][C@@:16]2([C:30]2[CH:35]=[CH:34][CH:33]=[CH:32][CH:31]=2)[CH2:17][C@H:18]3[C:23]([O:25][C:26]([CH3:29])([CH3:28])[CH3:27])=[O:24])[CH:6]=[C:7]([C:9]([F:12])([F:11])[F:10])[CH:8]=1.C(=O)([O-])[O-].[K+].[K+].[CH2:44](Br)[CH:45]=[CH2:46].CN(C)C=O. The catalyst is C(OCC)C. The product is [F:37][C:2]([F:36])([F:1])[C:3]1[CH:4]=[C:5]([CH2:13][O:14][C@@H:15]2[CH2:21][CH2:20][C@@H:19]3[N:22]([CH2:46][CH:45]=[CH2:44])[C@@:16]2([C:30]2[CH:31]=[CH:32][CH:33]=[CH:34][CH:35]=2)[CH2:17][C@H:18]3[C:23]([O:25][C:26]([CH3:29])([CH3:28])[CH3:27])=[O:24])[CH:6]=[C:7]([C:9]([F:10])([F:11])[F:12])[CH:8]=1. The yield is 0.790. (7) The reactants are [OH:1][CH:2]1[CH2:7][CH2:6][CH:5]([O:8][CH2:9][CH:10]2[CH2:15][CH2:14][N:13]([C:16]([O:18][C:19]([CH3:22])([CH3:21])[CH3:20])=[O:17])[CH2:12][CH2:11]2)[CH2:4][CH2:3]1.OCC1CCN(C(OC(C)(C)C)=O)CC1. The catalyst is ClCCl. The product is [O:1]=[C:2]1[CH2:7][CH2:6][CH:5]([O:8][CH2:9][CH:10]2[CH2:15][CH2:14][N:13]([C:16]([O:18][C:19]([CH3:22])([CH3:21])[CH3:20])=[O:17])[CH2:12][CH2:11]2)[CH2:4][CH2:3]1. The yield is 0.671. (8) The reactants are [F:1][C:2]1[CH:3]=[C:4]2[C:8](=[CH:9][C:10]=1[NH:11][C:12]([CH:14]([O:16]C(=O)C)[CH3:15])=[O:13])[NH:7][C:6](=[O:20])[CH2:5]2.[OH-].[Na+]. The catalyst is CO.O. The product is [F:1][C:2]1[CH:3]=[C:4]2[C:8](=[CH:9][C:10]=1[NH:11][C:12](=[O:13])[C@@H:14]([OH:16])[CH3:15])[NH:7][C:6](=[O:20])[CH2:5]2. The yield is 0.420. (9) The reactants are [CH2:1]([O:8][C:9]([NH:11][C:12]([CH2:19][CH3:20])([CH2:17][CH3:18])[C:13]([O:15][CH3:16])=[O:14])=[O:10])[C:2]1[CH:7]=[CH:6][CH:5]=[CH:4][CH:3]=1.[H-].[Na+].[CH3:23]I. The catalyst is CN(C)C=O.C(OCC)C. The product is [CH2:1]([O:8][C:9]([N:11]([CH3:23])[C:12]([CH2:19][CH3:20])([CH2:17][CH3:18])[C:13]([O:15][CH3:16])=[O:14])=[O:10])[C:2]1[CH:3]=[CH:4][CH:5]=[CH:6][CH:7]=1. The yield is 0.870.